Dataset: Reaction yield outcomes from USPTO patents with 853,638 reactions. Task: Predict the reaction yield, written as a fraction of the theoretical maximum amount of product (1.0 means a 100% yield; for example, 0.34 means a 34% yield). (1) The reactants are [CH3:1][CH:2]([O:4][C@H:5]1[CH2:10][CH2:9][C@H:8]([N:11]2[CH2:16][CH2:15][CH:14]([NH:17][C:18]3[CH:23]=[C:22]([CH3:24])[CH:21]=[CH:20][C:19]=3[N+:25]([O-])=O)[CH2:13][CH2:12]2)[CH2:7][CH2:6]1)[CH3:3].O.NN. The product is [NH2:25][C:19]1[CH:20]=[CH:21][C:22]([CH3:24])=[CH:23][C:18]=1[NH:17][CH:14]1[CH2:13][CH2:12][N:11]([C@H:8]2[CH2:9][CH2:10][C@H:5]([O:4][CH:2]([CH3:3])[CH3:1])[CH2:6][CH2:7]2)[CH2:16][CH2:15]1. The yield is 0.920. The catalyst is C(O)C.[Ni]. (2) The reactants are [CH3:1][O:2][C:3]1[CH:4]=[C:5]([OH:18])[CH:6]=[C:7]([O:16][CH3:17])[C:8]=1[CH2:9][N:10]1[CH2:15][CH2:14][CH2:13][CH2:12][CH2:11]1.N1C=CC=CC=1.[F:25][C:26]([F:39])([F:38])[S:27](O[S:27]([C:26]([F:39])([F:38])[F:25])(=[O:29])=[O:28])(=[O:29])=[O:28]. The catalyst is C(Cl)Cl. The product is [CH3:1][O:2][C:3]1[CH:4]=[C:5]([O:18][S:27]([C:26]([F:39])([F:38])[F:25])(=[O:29])=[O:28])[CH:6]=[C:7]([O:16][CH3:17])[C:8]=1[CH2:9][N:10]1[CH2:11][CH2:12][CH2:13][CH2:14][CH2:15]1. The yield is 0.280. (3) The reactants are [CH:1]1([CH2:7][CH2:8][C@@H:9]([CH3:14])[CH2:10][CH2:11][CH:12]=[O:13])[CH2:6][CH2:5][CH2:4][CH2:3][CH2:2]1.O.[Mn]([O-])(=O)(=O)=[O:17].[K+].S(=O)(O)[O-].[Na+]. The product is [CH:1]1([CH2:7][CH2:8][C@@H:9]([CH3:14])[CH2:10][CH2:11][C:12]([OH:17])=[O:13])[CH2:6][CH2:5][CH2:4][CH2:3][CH2:2]1. The yield is 0.540. The catalyst is C(O)(=O)C.CC(C)=O. (4) The reactants are [Cl:1][C:2]1[CH:7]=[C:6]([N+:8]([O-])=O)[C:5]([NH:11][CH:12]2[CH2:16][CH2:15][S:14](=[O:18])(=[O:17])[CH2:13]2)=[C:4]([F:19])[CH:3]=1. The catalyst is [Ni].CO. The product is [Cl:1][C:2]1[CH:7]=[C:6]([NH2:8])[C:5]([NH:11][CH:12]2[CH2:16][CH2:15][S:14](=[O:17])(=[O:18])[CH2:13]2)=[C:4]([F:19])[CH:3]=1. The yield is 0.518. (5) The reactants are [F:1][C:2]1[CH:7]=[CH:6][C:5]([C:8](=[O:41])[CH2:9][N:10]2[C:15](=[O:16])[C:14]3[CH:17]=[C:18]([CH2:20][C:21]([F:24])([F:23])[F:22])[S:19][C:13]=3[N:12]([CH2:25][C:26]3[CH:31]=[CH:30][C:29]([C:32]4[C:33]([C:38]#[N:39])=[CH:34][CH:35]=[CH:36][CH:37]=4)=[CH:28][CH:27]=3)[C:11]2=[O:40])=[CH:4][CH:3]=1.O1CCCC1.[BH4-].[Na+]. The catalyst is CO. The product is [F:1][C:2]1[CH:7]=[CH:6][C:5]([CH:8]([OH:41])[CH2:9][N:10]2[C:15](=[O:16])[C:14]3[CH:17]=[C:18]([CH2:20][C:21]([F:24])([F:23])[F:22])[S:19][C:13]=3[N:12]([CH2:25][C:26]3[CH:31]=[CH:30][C:29]([C:32]4[C:33]([C:38]#[N:39])=[CH:34][CH:35]=[CH:36][CH:37]=4)=[CH:28][CH:27]=3)[C:11]2=[O:40])=[CH:4][CH:3]=1. The yield is 0.450. (6) The reactants are C[O:2][C:3]1[CH:4]=[C:5]2[C:10](=[CH:11][CH:12]=1)[CH:9]=[C:8]([C:13]([C:15]1[CH:16]=[C:17]([CH:20]=[CH:21][C:22]=1[F:23])[C:18]#[N:19])=[O:14])[CH:7]=[CH:6]2.B(Br)(Br)Br. The catalyst is ClCCl. The product is [F:23][C:22]1[CH:21]=[CH:20][C:17]([C:18]#[N:19])=[CH:16][C:15]=1[C:13]([C:8]1[CH:7]=[CH:6][C:5]2[C:10](=[CH:11][CH:12]=[C:3]([OH:2])[CH:4]=2)[CH:9]=1)=[O:14]. The yield is 0.660. (7) The reactants are [CH3:1][S:2][C:3]1[N:8]=[C:7]([CH2:9][C:10](=[O:12])[CH3:11])[CH:6]=[CH:5][N:4]=1.[CH3:13][N:14]([CH:16](OC)OC)[CH3:15]. No catalyst specified. The product is [CH3:13][N:14]([CH3:16])[CH:15]=[C:9]([C:7]1[CH:6]=[CH:5][N:4]=[C:3]([S:2][CH3:1])[N:8]=1)[C:10](=[O:12])[CH3:11]. The yield is 0.490.